Dataset: Forward reaction prediction with 1.9M reactions from USPTO patents (1976-2016). Task: Predict the product of the given reaction. (1) The product is: [F:28][C:17]([F:29])([C:18]1[CH:19]=[C:20]2[C:25](=[CH:26][CH:27]=1)[N:24]=[CH:23][CH:22]=[CH:21]2)[C:14]1[N:12]2[N:13]=[C:8]([C:6]3[CH:5]=[CH:4][N:3]=[C:2]([C:30]#[N:31])[CH:7]=3)[CH:9]=[CH:10][C:11]2=[N:16][N:15]=1. Given the reactants Cl[C:2]1[CH:7]=[C:6]([C:8]2[CH:9]=[CH:10][C:11]3[N:12]([C:14]([C:17]([F:29])([F:28])[C:18]4[CH:19]=[C:20]5[C:25](=[CH:26][CH:27]=4)[N:24]=[CH:23][CH:22]=[CH:21]5)=[N:15][N:16]=3)[N:13]=2)[CH:5]=[CH:4][N:3]=1.[CH3:30][N:31](C=O)C, predict the reaction product. (2) Given the reactants [NH:1]1[C:9]2[C:4](=[CH:5][CH:6]=[CH:7][CH:8]=2)[CH:3]=[C:2]1[C:10]1[CH:11]=[CH:12][C:13]([O:17][CH3:18])=[C:14]([NH2:16])[CH:15]=1.[C:19](Cl)(Cl)=[S:20], predict the reaction product. The product is: [NH:1]1[C:9]2[C:4](=[CH:5][CH:6]=[CH:7][CH:8]=2)[CH:3]=[C:2]1[C:10]1[CH:11]=[CH:12][C:13]([O:17][CH3:18])=[C:14]([N:16]=[C:19]=[S:20])[CH:15]=1. (3) The product is: [O:1]=[CH:2][C@@H:3]([NH:5][C:6](=[O:12])[O:7][C:8]([CH3:11])([CH3:10])[CH3:9])[CH3:4]. Given the reactants [OH:1][CH2:2][C@@H:3]([NH:5][C:6](=[O:12])[O:7][C:8]([CH3:11])([CH3:10])[CH3:9])[CH3:4].CC(OI1(OC(C)=O)(OC(C)=O)OC(=O)C2C=CC=CC1=2)=O, predict the reaction product. (4) The product is: [NH2:1][C:2]1[S:3][C:4]([C:17]2[CH:22]=[CH:21][CH:20]=[C:19]([F:23])[CH:18]=2)=[C:5]([C:7]([N:9]2[CH2:14][C@H:13]3[C@H:11]([CH2:12]3)[C@H:10]2[CH2:15][NH:16][C:28](=[O:29])[C:27]2[CH:31]=[CH:32][CH:33]=[C:25]([Cl:24])[CH:26]=2)=[O:8])[N:6]=1. Given the reactants [NH2:1][C:2]1[S:3][C:4]([C:17]2[CH:22]=[CH:21][CH:20]=[C:19]([F:23])[CH:18]=2)=[C:5]([C:7]([N:9]2[CH2:14][C@H:13]3[C@H:11]([CH2:12]3)[C@H:10]2[CH2:15][NH2:16])=[O:8])[N:6]=1.[Cl:24][C:25]1[CH:26]=[C:27]([CH:31]=[CH:32][CH:33]=1)[C:28](O)=[O:29], predict the reaction product.